Dataset: Reaction yield outcomes from USPTO patents with 853,638 reactions. Task: Predict the reaction yield, written as a fraction of the theoretical maximum amount of product (1.0 means a 100% yield; for example, 0.34 means a 34% yield). The reactants are [Br:1][C:2]1[CH:9]=[CH:8][C:5]([C:6]#[N:7])=[C:4](F)[CH:3]=1.C(NC(C)C)(C)C.Cl.Cl.[F:20][C:21]1[CH:29]=[CH:28][CH:27]=[CH:26][C:22]=1[CH2:23][NH:24][NH2:25].O. The catalyst is C(O)CCC.C(OCC)(=O)C. The product is [Br:1][C:2]1[CH:3]=[CH:4][C:5]2[C:8]([CH:9]=1)=[N:25][N:24]([CH2:23][C:22]1[CH:26]=[CH:27][CH:28]=[CH:29][C:21]=1[F:20])[C:6]=2[NH2:7]. The yield is 0.310.